From a dataset of Peptide-MHC class I binding affinity with 185,985 pairs from IEDB/IMGT. Regression. Given a peptide amino acid sequence and an MHC pseudo amino acid sequence, predict their binding affinity value. This is MHC class I binding data. (1) The peptide sequence is RVHSFFIQY. The MHC is HLA-A31:01 with pseudo-sequence HLA-A31:01. The binding affinity (normalized) is 0.530. (2) The peptide sequence is TARPKRWL. The MHC is H-2-Kb with pseudo-sequence H-2-Kb. The binding affinity (normalized) is 0. (3) The peptide sequence is SLFTEQAFY. The MHC is HLA-A30:01 with pseudo-sequence HLA-A30:01. The binding affinity (normalized) is 0.261. (4) The peptide sequence is APILVVSGI. The MHC is HLA-B44:02 with pseudo-sequence HLA-B44:02. The binding affinity (normalized) is 0.0847.